Dataset: Catalyst prediction with 721,799 reactions and 888 catalyst types from USPTO. Task: Predict which catalyst facilitates the given reaction. (1) Reactant: [NH2:1][C:2]1[C:10]([F:11])=[C:9](Br)[CH:8]=[CH:7][C:3]=1[C:4]([OH:6])=[O:5].[F:13][C:14]1[CH:19]=[C:18]([F:20])[CH:17]=[CH:16][C:15]=1B(O)O.C([O-])([O-])=O.[Na+].[Na+]. Product: [NH2:1][C:2]1[C:10]([F:11])=[C:9]([C:17]2[CH:16]=[CH:15][C:14]([F:13])=[CH:19][C:18]=2[F:20])[CH:8]=[CH:7][C:3]=1[C:4]([OH:6])=[O:5]. The catalyst class is: 70. (2) Product: [N:14]1[CH:19]=[CH:18][CH:17]=[C:16]([O:20][C:4]2[CH:5]=[C:6]([C:12]#[N:13])[C:7](=[CH:10][CH:11]=2)[C:8]#[N:9])[CH:15]=1. Reactant: [N+]([C:4]1[CH:5]=[C:6]([C:12]#[N:13])[C:7](=[CH:10][CH:11]=1)[C:8]#[N:9])([O-])=O.[N:14]1[CH:19]=[CH:18][CH:17]=[C:16]([OH:20])[CH:15]=1. The catalyst class is: 3. (3) The catalyst class is: 7. Product: [CH3:1][O:2][C:3]1([C:10]2[CH:27]=[CH:26][C:25]([C:28]([F:29])([F:31])[F:30])=[CH:24][C:11]=2[CH2:12][OH:13])[CH2:4][CH2:5][CH2:6][CH2:7][CH2:8][CH2:9]1. Reactant: [CH3:1][O:2][C:3]1([C:10]2[CH:27]=[CH:26][C:25]([C:28]([F:31])([F:30])[F:29])=[CH:24][C:11]=2[CH2:12][O:13][Si](C(C)C)(C(C)C)C(C)C)[CH2:9][CH2:8][CH2:7][CH2:6][CH2:5][CH2:4]1.[F-].C([N+](CCCC)(CCCC)CCCC)CCC. (4) The catalyst class is: 14. Reactant: [CH2:1]([N:4]1[CH2:9][CH2:8][O:7][C:6]2[CH:10]=[CH:11][C:12]([C:15]3[N:20]4[N:21]=[C:22]([C:24]([O:26]CC)=[O:25])[CH:23]=[C:19]4[N:18]=[C:17]([CH3:29])[C:16]=3[C@H:30]([O:36][C:37]([CH3:40])([CH3:39])[CH3:38])[C:31]([O:33][CH2:34][CH3:35])=[O:32])=[C:13]([Cl:14])[C:5]1=2)[CH:2]=[CH2:3].[OH-].[Na+]. Product: [CH2:1]([N:4]1[CH2:9][CH2:8][O:7][C:6]2[CH:10]=[CH:11][C:12]([C:15]3[N:20]4[N:21]=[C:22]([C:24]([OH:26])=[O:25])[CH:23]=[C:19]4[N:18]=[C:17]([CH3:29])[C:16]=3[C@H:30]([O:36][C:37]([CH3:38])([CH3:40])[CH3:39])[C:31]([O:33][CH2:34][CH3:35])=[O:32])=[C:13]([Cl:14])[C:5]1=2)[CH:2]=[CH2:3]. (5) Product: [F:8][C:9]1[C:14]([F:15])=[CH:13][CH:12]=[CH:11][C:10]=1[C@H:16]1[CH2:22][N:21]2[C:23]([CH2:26][C:27]([F:30])([F:28])[F:29])=[N:24][N:25]=[C:20]2[C@H:19]([NH:31][C:32]([N:39]2[CH2:40][CH2:46][CH:47]([C:50]3[C:51](=[O:60])[NH:52][C:53]4[C:58]([CH:59]=3)=[CH:57][CH:56]=[CH:55][CH:54]=4)[CH2:42][CH2:43]2)=[O:33])[CH2:18][CH2:17]1. Reactant: C(N(CC)CC)C.[F:8][C:9]1[C:14]([F:15])=[CH:13][CH:12]=[CH:11][C:10]=1[C@H:16]1[CH2:22][N:21]2[C:23]([CH2:26][C:27]([F:30])([F:29])[F:28])=[N:24][N:25]=[C:20]2[C@H:19]([NH2:31])[CH2:18][CH2:17]1.[C:32]([N:39]1[CH:43]=[CH:42]N=[CH:40]1)(N1C=CN=C1)=[O:33].N1CC[CH:47]([C:50]2[C:51](=[O:60])[NH:52][C:53]3[C:58]([CH:59]=2)=[CH:57][CH:56]=[CH:55][CH:54]=3)[CH2:46]C1.C(=O)(O)[O-].[Na+]. The catalyst class is: 217. (6) Reactant: [F:1][C:2]1[CH:7]=[CH:6][C:5]([C:8](=O)[CH2:9][C:10]2[CH:15]=[CH:14][CH:13]=[C:12]([O:16][CH3:17])[CH:11]=2)=[CH:4][CH:3]=1.[CH2:19]([O:21][C:22]1[CH:23]=[C:24]([CH:27]=[C:28]([N+:31]([O-:33])=[O:32])[C:29]=1[OH:30])[CH:25]=O)[CH3:20].[NH2:34][C:35]([NH2:37])=[O:36].Cl. Product: [CH2:19]([O:21][C:22]1[CH:23]=[C:24]([CH:25]2[C:9]([C:10]3[CH:15]=[CH:14][CH:13]=[C:12]([O:16][CH3:17])[CH:11]=3)=[C:8]([C:5]3[CH:6]=[CH:7][C:2]([F:1])=[CH:3][CH:4]=3)[NH:37][C:35](=[O:36])[NH:34]2)[CH:27]=[C:28]([N+:31]([O-:33])=[O:32])[C:29]=1[OH:30])[CH3:20]. The catalyst class is: 351.